From a dataset of Reaction yield outcomes from USPTO patents with 853,638 reactions. Predict the reaction yield, written as a fraction of the theoretical maximum amount of product (1.0 means a 100% yield; for example, 0.34 means a 34% yield). The reactants are [NH2:1][C:2]1[N:7]=[C:6]([C:8]2[CH:13]=[CH:12][C:11]([Cl:14])=[C:10]([O:15][CH3:16])[C:9]=2[F:17])[N:5]=[C:4]([C:18]([OH:20])=[O:19])[C:3]=1[CH:21]=[CH2:22].Br[CH2:24][C:25]1[CH:30]=[CH:29][CH:28]=[CH:27][CH:26]=1.C(=O)([O-])[O-].[Li+].[Li+]. The catalyst is CN(C=O)C. The product is [NH2:1][C:2]1[N:7]=[C:6]([C:8]2[CH:13]=[CH:12][C:11]([Cl:14])=[C:10]([O:15][CH3:16])[C:9]=2[F:17])[N:5]=[C:4]([C:18]([O:20][CH2:24][C:25]2[CH:30]=[CH:29][CH:28]=[CH:27][CH:26]=2)=[O:19])[C:3]=1[CH:21]=[CH2:22]. The yield is 0.800.